Dataset: Reaction yield outcomes from USPTO patents with 853,638 reactions. Task: Predict the reaction yield, written as a fraction of the theoretical maximum amount of product (1.0 means a 100% yield; for example, 0.34 means a 34% yield). (1) The catalyst is C(Cl)Cl. The product is [CH3:34][S:35]([O:18][CH2:17][CH2:16][CH2:15][N:14]([C:19]([O:21][C:22]([CH3:25])([CH3:24])[CH3:23])=[O:20])[CH2:13][C@@H:12]([NH:11][C:9]([O:8][CH2:1][C:2]1[CH:3]=[CH:4][CH:5]=[CH:6][CH:7]=1)=[O:10])[CH3:26])(=[O:37])=[O:36]. The reactants are [CH2:1]([O:8][C:9]([NH:11][C@@H:12]([CH3:26])[CH2:13][N:14]([C:19]([O:21][C:22]([CH3:25])([CH3:24])[CH3:23])=[O:20])[CH2:15][CH2:16][CH2:17][OH:18])=[O:10])[C:2]1[CH:7]=[CH:6][CH:5]=[CH:4][CH:3]=1.C(N(CC)CC)C.[CH3:34][S:35](Cl)(=[O:37])=[O:36]. The yield is 0.920. (2) The reactants are F[C:2]1[CH:3]=[C:4]([N+:8]([O-:10])=[O:9])[CH:5]=[CH:6][CH:7]=1.[NH:11]1[CH2:16][CH2:15][NH:14][CH2:13][CH2:12]1. The catalyst is CN1C(=O)CCC1.O. The product is [N+:8]([C:4]1[CH:3]=[C:2]([N:11]2[CH2:16][CH2:15][NH:14][CH2:13][CH2:12]2)[CH:7]=[CH:6][CH:5]=1)([O-:10])=[O:9]. The yield is 0.710. (3) The reactants are [Br:1][C:2]1[CH:7]=[C:6](I)[C:5]([O:9][CH3:10])=[CH:4][C:3]=1[Cl:11].[CH2:12]([OH:15])[CH:13]=[CH2:14].C([O-])(O)=O.[Na+]. The catalyst is CCCC[N+](CCCC)(CCCC)CCCC.[Cl-].CN(C=O)C.CC([O-])=O.CC([O-])=O.[Pd+2]. The product is [Br:1][C:2]1[C:3]([Cl:11])=[CH:4][C:5]([O:9][CH3:10])=[C:6]([CH2:14][CH2:13][CH:12]=[O:15])[CH:7]=1. The yield is 0.340. (4) The reactants are FC(F)(F)S([O:6][S:7]([C:10]([F:13])([F:12])[F:11])(=[O:9])=[O:8])(=O)=O.Cl[N:17]([C:25]1[C:34]2[C:29](=[CH:30][C:31](O)=[C:32]([O:35][CH3:36])[CH:33]=2)[N:28]=[CH:27][N:26]=1)[C:18]1[CH:23]=[CH:22][CH:21]=[CH:20][C:19]=1[F:24].N1C=CC=CC=1.C(Cl)[Cl:45]. No catalyst specified. The product is [Cl:45][C:21]1[CH:22]=[CH:23][C:18]([NH:17][C:25]2[C:34]3[C:29](=[CH:30][C:31]([O:6][S:7]([C:10]([F:11])([F:12])[F:13])(=[O:8])=[O:9])=[C:32]([O:35][CH3:36])[CH:33]=3)[N:28]=[CH:27][N:26]=2)=[C:19]([F:24])[CH:20]=1. The yield is 0.600.